This data is from Forward reaction prediction with 1.9M reactions from USPTO patents (1976-2016). The task is: Predict the product of the given reaction. (1) Given the reactants N1C=CN=C1.Cl[Si:7]([CH:14]([CH3:16])[CH3:15])([CH:11]([CH3:13])[CH3:12])[CH:8]([CH3:10])[CH3:9].CN(C=O)C.[CH3:22][O:23][C:24](=[O:36])[C:25]1[CH:34]=[C:33]([OH:35])[CH:32]=[C:27]([C:28]([O:30][CH3:31])=[O:29])[CH:26]=1, predict the reaction product. The product is: [CH3:31][O:30][C:28](=[O:29])[C:27]1[CH:32]=[C:33]([O:35][Si:7]([CH:14]([CH3:16])[CH3:15])([CH:11]([CH3:13])[CH3:12])[CH:8]([CH3:10])[CH3:9])[CH:34]=[C:25]([C:24]([O:23][CH3:22])=[O:36])[CH:26]=1. (2) Given the reactants [NH2:1][CH:2]([CH2:6][C:7]1[CH:16]=[CH:15][C:14]2[C:9](=[CH:10][CH:11]=[CH:12][CH:13]=2)[CH:8]=1)[C:3]([OH:5])=[O:4].Cl.[CH3:18]O, predict the reaction product. The product is: [CH3:18][O:4][C:3](=[O:5])[CH:2]([NH2:1])[CH2:6][C:7]1[CH:16]=[CH:15][C:14]2[C:9](=[CH:10][CH:11]=[CH:12][CH:13]=2)[CH:8]=1.